This data is from Forward reaction prediction with 1.9M reactions from USPTO patents (1976-2016). The task is: Predict the product of the given reaction. Given the reactants C([O-])([O-])=O.[K+].[K+].[CH3:7][C:8]1[C:13]([C:14](=[O:23])[N:15]([CH3:22])[C:16]2[CH:21]=[CH:20][CH:19]=[CH:18][CH:17]=2)=[CH:12][CH:11]=[CH:10][C:9]=1[O:24]C(=O)C, predict the reaction product. The product is: [OH:24][C:9]1[C:8]([CH3:7])=[C:13]([CH:12]=[CH:11][CH:10]=1)[C:14]([N:15]([CH3:22])[C:16]1[CH:21]=[CH:20][CH:19]=[CH:18][CH:17]=1)=[O:23].